From a dataset of Forward reaction prediction with 1.9M reactions from USPTO patents (1976-2016). Predict the product of the given reaction. Given the reactants [CH2:1]([O:3][C:4]1[N:9]=[C:8]([C:10]2[C:18]3[C:13](=[CH:14][CH:15]=[C:16]([C:19]4[S:23][C:22]([NH:24]CC5C=CC(OC)=CC=5)=[N:21][N:20]=4)[CH:17]=3)[NH:12][CH:11]=2)[CH:7]=[N:6][CH:5]=1)[CH3:2], predict the reaction product. The product is: [CH2:1]([O:3][C:4]1[N:9]=[C:8]([C:10]2[C:18]3[C:13](=[CH:14][CH:15]=[C:16]([C:19]4[S:23][C:22]([NH2:24])=[N:21][N:20]=4)[CH:17]=3)[NH:12][CH:11]=2)[CH:7]=[N:6][CH:5]=1)[CH3:2].